Regression. Given a peptide amino acid sequence and an MHC pseudo amino acid sequence, predict their binding affinity value. This is MHC class I binding data. From a dataset of Peptide-MHC class I binding affinity with 185,985 pairs from IEDB/IMGT. (1) The peptide sequence is TDLEHDRVV. The MHC is Mamu-A11 with pseudo-sequence Mamu-A11. The binding affinity (normalized) is 0.142. (2) The binding affinity (normalized) is 0.773. The peptide sequence is SLTVTQLLR. The MHC is Patr-A0101 with pseudo-sequence Patr-A0101. (3) The peptide sequence is SSPLFNNFYK. The binding affinity (normalized) is 1.00. The MHC is HLA-A11:01 with pseudo-sequence HLA-A11:01. (4) The MHC is HLA-A33:01 with pseudo-sequence HLA-A33:01. The peptide sequence is ATDALMTGF. The binding affinity (normalized) is 0. (5) The peptide sequence is IESEKNETW. The MHC is HLA-B44:03 with pseudo-sequence HLA-B44:03. The binding affinity (normalized) is 0.479. (6) The peptide sequence is HSDTHGLYW. The MHC is HLA-A26:01 with pseudo-sequence HLA-A26:01. The binding affinity (normalized) is 0.0847. (7) The peptide sequence is DESGLNISGY. The MHC is HLA-B45:01 with pseudo-sequence HLA-B45:01. The binding affinity (normalized) is 0. (8) The peptide sequence is RAPKVRLSL. The MHC is HLA-E01:01 with pseudo-sequence HLA-E01:03. The binding affinity (normalized) is 0.0847. (9) The peptide sequence is NTIDKSSPL. The MHC is HLA-A02:02 with pseudo-sequence HLA-A02:02. The binding affinity (normalized) is 0.592. (10) The peptide sequence is HYWDAIRFRY. The MHC is Mamu-B52 with pseudo-sequence Mamu-B52. The binding affinity (normalized) is 0.325.